This data is from Reaction yield outcomes from USPTO patents with 853,638 reactions. The task is: Predict the reaction yield, written as a fraction of the theoretical maximum amount of product (1.0 means a 100% yield; for example, 0.34 means a 34% yield). (1) The reactants are C(OC([N:8]1[CH2:12][CH:11]([C:13]#[N:14])[CH2:10][CH:9]1[C:15]1[NH:16][C:17]([C:20]2[CH:29]=[CH:28][C:27]3[C:22](=[CH:23][CH:24]=[C:25]([C:30]4[CH:35]=[CH:34][C:33]([C:36]5[NH:37][C:38]([CH:41]6[CH2:47][C:44]7([CH2:46][CH2:45]7)[CH2:43][N:42]6[C:48](=[O:58])[CH:49]([NH:53][C:54]([O:56][CH3:57])=[O:55])[CH:50]([CH3:52])[CH3:51])=[N:39][CH:40]=5)=[CH:32][CH:31]=4)[CH:26]=3)[CH:21]=2)=[CH:18][N:19]=1)=O)(C)(C)C.[ClH:59].O1CCOCC1. The catalyst is C(Cl)Cl. The product is [ClH:59].[ClH:59].[ClH:59].[CH3:57][O:56][C:54](=[O:55])[NH:53][CH:49]([C:48]([N:42]1[CH:41]([C:38]2[NH:37][C:36]([C:33]3[CH:32]=[CH:31][C:30]([C:25]4[CH:24]=[CH:23][C:22]5[C:27](=[CH:28][CH:29]=[C:20]([C:17]6[NH:16][C:15]([CH:9]7[CH2:10][CH:11]([C:13]#[N:14])[CH2:12][NH:8]7)=[N:19][CH:18]=6)[CH:21]=5)[CH:26]=4)=[CH:35][CH:34]=3)=[CH:40][N:39]=2)[CH2:47][C:44]2([CH2:45][CH2:46]2)[CH2:43]1)=[O:58])[CH:50]([CH3:52])[CH3:51]. The yield is 0.920. (2) The reactants are Br[C:2]1[CH:3]=[C:4]([C:14]([NH:16][CH2:17][C:18]2[C:19](=[O:26])[NH:20][C:21]([CH3:25])=[CH:22][C:23]=2[CH3:24])=[O:15])[C:5]2[CH:10]=[N:9][N:8]([CH:11]([CH3:13])[CH3:12])[C:6]=2[N:7]=1.CC1(C)C(C)(C)OB([C:35]2[CH2:40][CH2:39][N:38]([C:41]([O:43][C:44]([CH3:47])([CH3:46])[CH3:45])=[O:42])[CH2:37][CH:36]=2)O1.C([O-])([O-])=O.[Na+].[Na+].CCOC(C)=O. The catalyst is O1CCOCC1.C1C=CC([P]([Pd]([P](C2C=CC=CC=2)(C2C=CC=CC=2)C2C=CC=CC=2)([P](C2C=CC=CC=2)(C2C=CC=CC=2)C2C=CC=CC=2)[P](C2C=CC=CC=2)(C2C=CC=CC=2)C2C=CC=CC=2)(C2C=CC=CC=2)C2C=CC=CC=2)=CC=1. The product is [CH3:24][C:23]1[CH:22]=[C:21]([CH3:25])[NH:20][C:19](=[O:26])[C:18]=1[CH2:17][NH:16][C:14]([C:4]1[CH:3]=[C:2]([C:35]2[CH2:40][CH2:39][N:38]([C:41]([O:43][C:44]([CH3:47])([CH3:46])[CH3:45])=[O:42])[CH2:37][CH:36]=2)[N:7]=[C:6]2[N:8]([CH:11]([CH3:13])[CH3:12])[N:9]=[CH:10][C:5]=12)=[O:15]. The yield is 0.737. (3) The reactants are Cl.[CH3:2][S:3]([C:6]1[CH:12]=[CH:11][C:9]([NH2:10])=[CH:8][CH:7]=1)(=[O:5])=[O:4].C[Al](C)C.[C:17]([C:19]1[CH:20]=[N:21][CH:22]=[C:23]([CH3:25])[CH:24]=1)#[N:18]. The catalyst is C1(C)C=CC=CC=1. The product is [CH3:2][S:3]([C:6]1[CH:12]=[CH:11][C:9]([NH:10][C:17](=[NH:18])[C:19]2[CH:24]=[C:23]([CH3:25])[CH:22]=[N:21][CH:20]=2)=[CH:8][CH:7]=1)(=[O:4])=[O:5]. The yield is 0.800.